Dataset: Full USPTO retrosynthesis dataset with 1.9M reactions from patents (1976-2016). Task: Predict the reactants needed to synthesize the given product. (1) Given the product [CH3:10][O:11][CH:12]([C:3]1[N:2]([Cl:1])[C:6]([Cl:7])=[CH:5][N:4]=1)[CH3:13], predict the reactants needed to synthesize it. The reactants are: [Cl:1][N:2]1[C:6]([Cl:7])=[CH:5][N:4]=[CH:3]1.[H-].[Na+].[CH3:10][O:11][CH2:12][CH2:13]Cl.O. (2) The reactants are: C([O:3][C:4](=[O:41])[CH2:5][CH2:6][C:7]1([CH2:34][CH2:35][C:36]([O:38]CC)=[O:37])[C:19]2[CH:18]=[C:17]([C:20](=[O:26])[CH2:21][CH2:22][CH2:23][CH2:24][CH3:25])[CH:16]=[CH:15][C:14]=2[C:13]2[C:8]1=[CH:9][C:10]([C:27](=[O:33])[CH2:28][CH2:29][CH2:30][CH2:31][CH3:32])=[CH:11][CH:12]=2)C.[OH-].[Na+].Cl. Given the product [C:36]([CH2:35][CH2:34][C:7]1([CH2:6][CH2:5][C:4]([OH:41])=[O:3])[C:19]2[CH:18]=[C:17]([C:20](=[O:26])[CH2:21][CH2:22][CH2:23][CH2:24][CH3:25])[CH:16]=[CH:15][C:14]=2[C:13]2[C:8]1=[CH:9][C:10]([C:27](=[O:33])[CH2:28][CH2:29][CH2:30][CH2:31][CH3:32])=[CH:11][CH:12]=2)([OH:38])=[O:37], predict the reactants needed to synthesize it. (3) The reactants are: C[O:2][CH:3]1[CH:7]([CH:8]=O)[CH2:6][CH:5](OC)O1.[NH2:12][C:13]1[CH:18]=[CH:17][C:16]([C:19]([F:22])([F:21])[F:20])=[CH:15][CH:14]=1. Given the product [F:20][C:19]([F:21])([F:22])[C:16]1[CH:15]=[CH:14][C:13]([N:12]2[CH:5]=[CH:6][C:7]([CH:3]=[O:2])=[CH:8]2)=[CH:18][CH:17]=1, predict the reactants needed to synthesize it. (4) Given the product [F:11][C:9]([F:12])([F:10])[C:7]1[CH:6]=[C:5]([C:13]([CH3:32])([CH3:33])[C:14]([N:16]([C:49]2([Cl:51])[CH:4]=[C:5]([C:37]3[CH:36]=[CH:41][CH:40]=[CH:39][C:38]=3[CH3:43])[CH:13]=[CH:14][NH+:16]2[O-:47])[CH3:17])=[O:15])[CH:4]=[C:3]([C:2]([F:1])([F:35])[F:34])[CH:8]=1, predict the reactants needed to synthesize it. The reactants are: [F:1][C:2]([F:35])([F:34])[C:3]1[CH:4]=[C:5]([C:13]([CH3:33])([CH3:32])[C:14]([N:16](C2C=NC(Cl)=CC=2C2C=CC=CC=2C)[CH3:17])=[O:15])[CH:6]=[C:7]([C:9]([F:12])([F:11])[F:10])[CH:8]=1.[CH:36]1[CH:41]=[C:40](Cl)[CH:39]=[C:38]([C:43](OO)=O)[CH:37]=1.[OH-:47].[Na+].[CH2:49]([Cl:51])Cl. (5) Given the product [CH3:1][O:2][C:3]([C:5]1[N:6]([CH2:11][C:12]([O:14][C:15]([CH3:18])([CH3:17])[CH3:16])=[O:13])[N:7]=[C:8]([NH:10][C:31]([O:30][C:26]([CH3:29])([CH3:28])[CH3:27])=[O:32])[CH:9]=1)=[O:4], predict the reactants needed to synthesize it. The reactants are: [CH3:1][O:2][C:3]([C:5]1[N:6]([CH2:11][C:12]([O:14][C:15]([CH3:18])([CH3:17])[CH3:16])=[O:13])[N:7]=[C:8]([NH2:10])[CH:9]=1)=[O:4].C(N(CC)CC)C.[C:26]([O:30][C:31](O[C:31]([O:30][C:26]([CH3:29])([CH3:28])[CH3:27])=[O:32])=[O:32])([CH3:29])([CH3:28])[CH3:27]. (6) Given the product [CH2:1]([O:8][C:9]1[CH:10]=[CH:11][C:12]([O:15][C@@H:48]([CH3:47])[CH2:49][CH2:50][CH2:51][CH2:52][CH2:53][CH3:54])=[CH:13][CH:14]=1)[C:2]1[CH:3]=[CH:4][CH:5]=[CH:6][CH:7]=1, predict the reactants needed to synthesize it. The reactants are: [CH2:1]([O:8][C:9]1[CH:14]=[CH:13][C:12]([OH:15])=[CH:11][CH:10]=1)[C:2]1[CH:7]=[CH:6][CH:5]=[CH:4][CH:3]=1.C1(P(C2C=CC=CC=2)C2C=CC=CC=2)C=CC=CC=1.N(C(OCC)=O)=NC(OCC)=O.[CH3:47][C@H:48](Cl)[CH2:49][CH2:50][CH2:51][CH2:52][CH2:53][CH3:54].